Predict the reaction yield, written as a fraction of the theoretical maximum amount of product (1.0 means a 100% yield; for example, 0.34 means a 34% yield). From a dataset of Reaction yield outcomes from USPTO patents with 853,638 reactions. (1) The reactants are I[C:2]1[C:10]2[S:9][C:8]([NH:11][C:12]([C:14]3[S:15][C:16]([CH3:19])=[CH:17][CH:18]=3)=[O:13])=[N:7][C:6]=2[C:5]([O:20][CH3:21])=[CH:4][CH:3]=1.[Cl:22][C:23]1[CH:28]=[CH:27][CH:26]=[CH:25][C:24]=1B(O)O. No catalyst specified. The product is [Cl:22][C:23]1[CH:28]=[CH:27][CH:26]=[CH:25][C:24]=1[C:2]1[C:10]2[S:9][C:8]([NH:11][C:12]([C:14]3[S:15][C:16]([CH3:19])=[CH:17][CH:18]=3)=[O:13])=[N:7][C:6]=2[C:5]([O:20][CH3:21])=[CH:4][CH:3]=1. The yield is 0.800. (2) The reactants are [CH:1]([N:4]1[C:9]([CH3:10])=[CH:8][CH:7]=[C:6]([C:11]([O:13][CH2:14][CH3:15])=[O:12])[C:5]1=[O:16])([CH3:3])[CH3:2].[Cl:17]N1C(=O)CCC1=O. The catalyst is CN(C)C=O. The product is [Cl:17][C:8]1[CH:7]=[C:6]([C:11]([O:13][CH2:14][CH3:15])=[O:12])[C:5](=[O:16])[N:4]([CH:1]([CH3:2])[CH3:3])[C:9]=1[CH3:10]. The yield is 0.920.